Task: Predict the reactants needed to synthesize the given product.. Dataset: Full USPTO retrosynthesis dataset with 1.9M reactions from patents (1976-2016) (1) The reactants are: Cl[C:2]1[N:7]=[C:6]([NH:8][C:9]2[CH:18]=[CH:17][C:16]([O:19][CH3:20])=[CH:15][C:10]=2[C:11]([NH:13][CH3:14])=[O:12])[C:5]([Cl:21])=[CH:4][N:3]=1.[NH2:22][C:23]1[C:39]([O:40][CH3:41])=[CH:38][C:26]2[CH2:27][CH2:28][N:29]([CH2:32][C:33]([N:35]([CH3:37])[CH3:36])=[O:34])[CH2:30][CH2:31][C:25]=2[CH:24]=1. Given the product [Cl:21][C:5]1[C:6]([NH:8][C:9]2[CH:18]=[CH:17][C:16]([O:19][CH3:20])=[CH:15][C:10]=2[C:11]([NH:13][CH3:14])=[O:12])=[N:7][C:2]([NH:22][C:23]2[C:39]([O:40][CH3:41])=[CH:38][C:26]3[CH2:27][CH2:28][N:29]([CH2:32][C:33](=[O:34])[N:35]([CH3:36])[CH3:37])[CH2:30][CH2:31][C:25]=3[CH:24]=2)=[N:3][CH:4]=1, predict the reactants needed to synthesize it. (2) Given the product [C:1]([O:4][C:5]1[C:14]2[C:9](=[CH:10][C:11]([O:15][CH3:16])=[CH:12][CH:13]=2)[CH:8]=[CH:7][C:6]=1[C:17]1[CH:22]=[CH:21][CH:20]=[C:19]([O:23][CH3:24])[CH:18]=1)(=[O:3])[CH3:2], predict the reactants needed to synthesize it. The reactants are: [C:1]([O:4][C:5]1[C:14]2[C:9](=[CH:10][C:11]([O:15][CH3:16])=[CH:12][CH:13]=2)[CH2:8][CH2:7][C:6]=1[C:17]1[CH:22]=[CH:21][CH:20]=[C:19]([O:23][CH3:24])[CH:18]=1)(=[O:3])[CH3:2].C(C1C(=O)C(Cl)=C(Cl)C(=O)C=1C#N)#N. (3) Given the product [Br:21][C:22]1[CH:23]=[CH:24][C:25]2[CH:29]=[C:28]([CH3:1])[S:27][C:26]=2[CH:30]=1, predict the reactants needed to synthesize it. The reactants are: [CH:1](NC(C)C)(C)C.CN(CCN(C)C)C.[Li]CCCC.[Br:21][C:22]1[CH:23]=[CH:24][C:25]2[CH:29]=[CH:28][S:27][C:26]=2[CH:30]=1.CI. (4) The reactants are: C([O:3][C:4](=[O:48])[C@H:5]([OH:47])[CH2:6][NH:7][C:8](=[O:46])[C:9]1[CH:14]=[CH:13][C:12]([CH2:15][N:16]([C:34]2[CH:39]=[CH:38][C:37]([CH:40]3[CH2:45][CH2:44][CH2:43][CH2:42][CH2:41]3)=[CH:36][CH:35]=2)[C:17]([NH:19][C:20]2[CH:25]=[C:24]([C:26]([F:29])([F:28])[F:27])[CH:23]=[C:22]([C:30]([F:33])([F:32])[F:31])[CH:21]=2)=[O:18])=[CH:11][CH:10]=1)C.[OH-].[Na+]. Given the product [F:27][C:26]([F:28])([F:29])[C:24]1[CH:25]=[C:20]([NH:19][C:17](=[O:18])[N:16]([CH2:15][C:12]2[CH:11]=[CH:10][C:9]([C:8]([NH:7][CH2:6][C@@H:5]([OH:47])[C:4]([OH:48])=[O:3])=[O:46])=[CH:14][CH:13]=2)[C:34]2[CH:39]=[CH:38][C:37]([CH:40]3[CH2:45][CH2:44][CH2:43][CH2:42][CH2:41]3)=[CH:36][CH:35]=2)[CH:21]=[C:22]([C:30]([F:32])([F:33])[F:31])[CH:23]=1, predict the reactants needed to synthesize it. (5) Given the product [C:1]([O:5][C:6]([N:8]1[CH2:13][CH2:12][CH2:11][CH2:10][CH:9]1[CH2:14][C:15]([O:17][CH2:25][C:26](=[O:27])[C:28]1[CH:33]=[CH:32][CH:31]=[CH:30][CH:29]=1)=[O:16])=[O:7])([CH3:4])([CH3:2])[CH3:3], predict the reactants needed to synthesize it. The reactants are: [C:1]([O:5][C:6]([N:8]1[CH2:13][CH2:12][CH2:11][CH2:10][CH:9]1[CH2:14][C:15]([OH:17])=[O:16])=[O:7])([CH3:4])([CH3:3])[CH3:2].C(=O)([O-])[O-].[Na+].[Na+].Br[CH2:25][C:26]([C:28]1[CH:33]=[CH:32][CH:31]=[CH:30][CH:29]=1)=[O:27]. (6) Given the product [OH:1][CH2:2][CH:3]1[O:7][C:6](=[O:8])[N:5]([CH2:9][CH2:11][O:12][C:13]2[CH:18]=[CH:17][CH:16]=[CH:15][CH:14]=2)[CH2:4]1, predict the reactants needed to synthesize it. The reactants are: [OH:1][CH2:2][CH:3]1[O:7][C:6](=[O:8])[N:5]([CH:9]([CH3:11])C)[CH2:4]1.[O:12](CCN)[C:13]1[CH:18]=[CH:17][CH:16]=[CH:15][CH:14]=1.C(N)(C)C. (7) Given the product [CH3:11][O:12][C:13]([C:15]1[CH:20]=[N:19][C:18]([O:8][C:3]2[CH:4]=[CH:5][CH:6]=[CH:7][C:2]=2[F:1])=[CH:17][N:16]=1)=[O:14], predict the reactants needed to synthesize it. The reactants are: [F:1][C:2]1[CH:7]=[CH:6][CH:5]=[CH:4][C:3]=1[OH:8].[H-].[Na+].[CH3:11][O:12][C:13]([C:15]1[CH:20]=[N:19][C:18](Cl)=[CH:17][N:16]=1)=[O:14].O. (8) Given the product [Cl:1][CH:2]([Cl:24])[C:3]1[O:13][C@H:12]([C:14]2[CH:19]=[CH:18][C:17]([S:20]([CH3:23])(=[O:22])=[O:21])=[CH:16][CH:15]=2)[C@H:6]([C:7]([O:9][CH2:10][CH3:11])=[O:8])[N:5]=1, predict the reactants needed to synthesize it. The reactants are: [Cl:1][CH:2]([Cl:24])[C:3]([NH:5][C@H:6]([C@H:12]([C:14]1[CH:19]=[CH:18][C:17]([S:20]([CH3:23])(=[O:22])=[O:21])=[CH:16][CH:15]=1)[OH:13])[C:7]([O:9][CH2:10][CH3:11])=[O:8])=O.S(Cl)(Cl)=O.C(N(CC)CC)C.O. (9) Given the product [CH2:1]([C:3]1[CH:4]=[C:5]([C:11]2[CH:12]=[C:13]3[C:17](=[CH:18][CH:19]=2)[C:16](=[O:20])[CH:15]([CH2:21][C:22]([NH:43][CH2:44][C:45]2[CH:50]=[N:49][C:48]([CH3:51])=[CH:47][N:46]=2)=[O:23])[CH2:14]3)[CH:6]=[CH:7][C:8]=1[O:9][CH3:10])[CH3:2], predict the reactants needed to synthesize it. The reactants are: [CH2:1]([C:3]1[CH:4]=[C:5]([C:11]2[CH:12]=[C:13]3[C:17](=[CH:18][CH:19]=2)[C:16](=[O:20])[CH:15]([CH2:21][C:22](O)=[O:23])[CH2:14]3)[CH:6]=[CH:7][C:8]=1[O:9][CH3:10])[CH3:2].CCN=C=NCCCN(C)C.CCN(CC)CC.[NH2:43][CH2:44][C:45]1[CH:50]=[N:49][C:48]([CH3:51])=[CH:47][N:46]=1. (10) Given the product [N:10]1[C:11]2[C:16](=[CH:15][CH:14]=[CH:13][CH:12]=2)[N:17]=[CH:18][C:9]=1[N:2]1[CH2:3][CH:4]2[CH2:8][N:7]([C:33]([C:28]3[CH:29]=[CH:30][CH:31]=[CH:32][C:27]=3[C:24]3[CH:25]=[CH:26][C:21]([C:20]([F:19])([F:36])[F:37])=[CH:22][CH:23]=3)=[O:34])[CH2:6][CH:5]2[CH2:1]1, predict the reactants needed to synthesize it. The reactants are: [CH2:1]1[CH:5]2[CH2:6][NH:7][CH2:8][CH:4]2[CH2:3][N:2]1[C:9]1[CH:18]=[N:17][C:16]2[C:11](=[CH:12][CH:13]=[CH:14][CH:15]=2)[N:10]=1.[F:19][C:20]([F:37])([F:36])[C:21]1[CH:26]=[CH:25][C:24]([C:27]2[C:28]([C:33](O)=[O:34])=[CH:29][CH:30]=[CH:31][CH:32]=2)=[CH:23][CH:22]=1.